This data is from Peptide-MHC class I binding affinity with 185,985 pairs from IEDB/IMGT. The task is: Regression. Given a peptide amino acid sequence and an MHC pseudo amino acid sequence, predict their binding affinity value. This is MHC class I binding data. (1) The peptide sequence is FPGTGSEFV. The MHC is HLA-B07:02 with pseudo-sequence HLA-B07:02. The binding affinity (normalized) is 0.110. (2) The MHC is HLA-A01:01 with pseudo-sequence HLA-A01:01. The peptide sequence is SYEHQTPFEI. The binding affinity (normalized) is 0.241. (3) The peptide sequence is ATIDNYNKF. The MHC is HLA-A26:01 with pseudo-sequence HLA-A26:01. The binding affinity (normalized) is 0.844. (4) The peptide sequence is NLSLGKSPL. The MHC is HLA-A02:02 with pseudo-sequence HLA-A02:02. The binding affinity (normalized) is 0.330. (5) The peptide sequence is DLAIKQYGDI. The MHC is HLA-A02:06 with pseudo-sequence HLA-A02:06. The binding affinity (normalized) is 0.00604. (6) The peptide sequence is MPDCGMSVL. The MHC is HLA-B51:01 with pseudo-sequence HLA-B51:01. The binding affinity (normalized) is 0.266. (7) The peptide sequence is SLFGAAVSL. The MHC is HLA-B18:01 with pseudo-sequence HLA-B18:01. The binding affinity (normalized) is 0.0847. (8) The peptide sequence is AANPHATFGV. The MHC is HLA-A02:01 with pseudo-sequence HLA-A02:01. The binding affinity (normalized) is 0.262. (9) The peptide sequence is GYFLKIKVT. The MHC is HLA-A24:02 with pseudo-sequence HLA-A24:02. The binding affinity (normalized) is 0. (10) The peptide sequence is LFDIPLLTVY. The MHC is HLA-A33:01 with pseudo-sequence HLA-A33:01. The binding affinity (normalized) is 0.0797.